From a dataset of Forward reaction prediction with 1.9M reactions from USPTO patents (1976-2016). Predict the product of the given reaction. (1) Given the reactants C1(OC(=O)[N:9]([C:19]2[CH:24]=[C:23]([O:25][C:26]3[CH:31]=[CH:30][C:29]([NH:32][C:33]([C:35]4([C:38](=[O:47])[NH:39][C:40]5[CH:45]=[CH:44][C:43]([F:46])=[CH:42][CH:41]=5)[CH2:37][CH2:36]4)=[O:34])=[C:28]([F:48])[CH:27]=3)[CH:22]=[CH:21][N:20]=2)[C:10](OC2C=CC=CC=2)=[O:11])C=CC=CC=1.[CH3:50][N:51]1[CH2:56][CH2:55][NH:54][CH2:53][CH2:52]1, predict the reaction product. The product is: [F:48][C:28]1[CH:27]=[C:26]([O:25][C:23]2[CH:22]=[CH:21][N:20]=[C:19]([NH:9][C:10]([N:54]3[CH2:55][CH2:56][N:51]([CH3:50])[CH2:52][CH2:53]3)=[O:11])[CH:24]=2)[CH:31]=[CH:30][C:29]=1[NH:32][C:33]([C:35]1([C:38]([NH:39][C:40]2[CH:45]=[CH:44][C:43]([F:46])=[CH:42][CH:41]=2)=[O:47])[CH2:36][CH2:37]1)=[O:34]. (2) Given the reactants Cl[C:2]1[N:7]=[CH:6][N:5]=[C:4]([C:8]2[CH:9]=[CH:10][C:11]([O:16][CH:17]3[CH2:22][CH2:21][O:20][CH2:19][CH2:18]3)=[C:12]([CH:15]=2)[C:13]#[N:14])[N:3]=1.[NH2:23][C:24]1[CH:29]=[CH:28][C:27]([N:30]2[CH2:35][CH2:34][S:33](=[O:37])(=[O:36])[CH2:32][CH2:31]2)=[CH:26][CH:25]=1.C(N(CC)C(C)C)(C)C, predict the reaction product. The product is: [O:37]=[S:33]1(=[O:36])[CH2:32][CH2:31][N:30]([C:27]2[CH:26]=[CH:25][C:24]([NH:23][C:2]3[N:7]=[CH:6][N:5]=[C:4]([C:8]4[CH:9]=[CH:10][C:11]([O:16][CH:17]5[CH2:22][CH2:21][O:20][CH2:19][CH2:18]5)=[C:12]([CH:15]=4)[C:13]#[N:14])[N:3]=3)=[CH:29][CH:28]=2)[CH2:35][CH2:34]1. (3) Given the reactants [CH3:1][N:2]1[C:6]2[CH:7]=[C:8]([O:11][CH3:12])[CH:9]=[CH:10][C:5]=2[N:4]=[C:3]1[CH2:13][O:14][C:15]1[CH:20]=[CH:19][C:18]([C:21]([CH3:27])([OH:26])[C:22]([O:24]C)=[O:23])=[CH:17][CH:16]=1.Cl, predict the reaction product. The product is: [CH3:1][N:2]1[C:6]2[CH:7]=[C:8]([O:11][CH3:12])[CH:9]=[CH:10][C:5]=2[N:4]=[C:3]1[CH2:13][O:14][C:15]1[CH:20]=[CH:19][C:18]([C:21]([CH3:27])([OH:26])[C:22]([OH:24])=[O:23])=[CH:17][CH:16]=1. (4) Given the reactants [F:1][C:2]1[C:7]([O:8][C:9]2[CH:14]=[CH:13][CH:12]=[CH:11][CH:10]=2)=[C:6]([F:15])[CH:5]=[CH:4][C:3]=1[CH:16]([NH:21][S:22]([C:24]([CH3:27])([CH3:26])[CH3:25])=[O:23])[CH2:17][C:18](O)=[O:19].C(N=C=NCCCN(C)C)C.ON1C2C=CC=CC=2N=N1.[NH2:49][C:50]1[CH:55]=[CH:54][N:53]=[CH:52][CH:51]=1, predict the reaction product. The product is: [F:1][C:2]1[C:7]([O:8][C:9]2[CH:10]=[CH:11][CH:12]=[CH:13][CH:14]=2)=[C:6]([F:15])[CH:5]=[CH:4][C:3]=1[CH:16]([NH:21][S:22]([C:24]([CH3:27])([CH3:25])[CH3:26])=[O:23])[CH2:17][C:18]([NH:49][C:50]1[CH:55]=[CH:54][N:53]=[CH:52][CH:51]=1)=[O:19]. (5) Given the reactants C1(C(C2C=CC=CC=2)[N:8]2[CH2:11][C:10]([CH2:13][N:14]([CH3:25])[C:15]3[CH:24]=[CH:23][C:18]([C:19]([O:21]C)=[O:20])=[CH:17][CH:16]=3)([OH:12])[CH2:9]2)C=CC=CC=1.[ClH:32], predict the reaction product. The product is: [ClH:32].[OH:12][C:10]1([CH2:13][N:14]([CH3:25])[C:15]2[CH:24]=[CH:23][C:18]([C:19]([OH:21])=[O:20])=[CH:17][CH:16]=2)[CH2:11][NH:8][CH2:9]1. (6) Given the reactants [CH2:1]([O:3][C:4]([C:6]1[O:7][C:8]2[CH:15]=[CH:14][C:13]([Cl:16])=[C:12]([OH:17])[C:9]=2[C:10]=1[CH3:11])=[O:5])[CH3:2].IC.[C:20]([O-])([O-])=O.[K+].[K+], predict the reaction product. The product is: [CH2:1]([O:3][C:4]([C:6]1[O:7][C:8]2[CH:15]=[CH:14][C:13]([Cl:16])=[C:12]([O:17][CH3:20])[C:9]=2[C:10]=1[CH3:11])=[O:5])[CH3:2]. (7) Given the reactants [CH2:1]([O:8][C:9]1[C:18]2[C:13](=[CH:14][CH:15]=[C:16]([C:19]3[CH:24]=[CH:23][CH:22]=[C:21]([O:25][CH3:26])[CH:20]=3)[CH:17]=2)[CH:12]=[C:11](Cl)[N:10]=1)[C:2]1[CH:7]=[CH:6][CH:5]=[CH:4][CH:3]=1.[N:28]1[CH:33]=[CH:32][CH:31]=[C:30](B(O)O)[CH:29]=1.C([O-])([O-])=O.[K+].[K+], predict the reaction product. The product is: [CH2:1]([O:8][C:9]1[C:18]2[C:13](=[CH:14][CH:15]=[C:16]([C:19]3[CH:24]=[CH:23][CH:22]=[C:21]([O:25][CH3:26])[CH:20]=3)[CH:17]=2)[CH:12]=[C:11]([C:30]2[CH:29]=[N:28][CH:33]=[CH:32][CH:31]=2)[N:10]=1)[C:2]1[CH:7]=[CH:6][CH:5]=[CH:4][CH:3]=1. (8) Given the reactants Br[CH2:2][C@H:3]1[CH2:8][CH2:7][C@H:6]([C:9]([F:12])([F:11])[F:10])[CH2:5][CH2:4]1.[CH3:13][N:14]1[C:22]2[N:21]=[CH:20][NH:19][C:18]=2[C:17](=[O:23])[NH:16][C:15]1=[O:24].C([O-])([O-])=O.[Na+].[Na+], predict the reaction product. The product is: [CH3:13][N:14]1[C:22]2[N:21]=[CH:20][N:19]([CH2:2][C@H:3]3[CH2:8][CH2:7][C@H:6]([C:9]([F:12])([F:11])[F:10])[CH2:5][CH2:4]3)[C:18]=2[C:17](=[O:23])[NH:16][C:15]1=[O:24].